Predict the reactants needed to synthesize the given product. From a dataset of Full USPTO retrosynthesis dataset with 1.9M reactions from patents (1976-2016). (1) Given the product [Br:1][C:2]1[CH:3]=[C:4]([CH2:5][OH:6])[CH:8]=[C:9]([F:11])[CH:10]=1, predict the reactants needed to synthesize it. The reactants are: [Br:1][C:2]1[CH:3]=[C:4]([CH:8]=[C:9]([F:11])[CH:10]=1)[C:5](O)=[O:6].B.C1COCC1.CO. (2) Given the product [CH:20]1([NH:19][C:13](=[O:15])[C:12]2[CH:16]=[CH:17][CH:18]=[C:10]([S:7]([N:1]3[CH2:2][CH2:3][CH2:4][CH2:5][CH2:6]3)(=[O:8])=[O:9])[CH:11]=2)[C:28]2[C:23](=[CH:24][CH:25]=[CH:26][CH:27]=2)[CH2:22][CH2:21]1, predict the reactants needed to synthesize it. The reactants are: [N:1]1([S:7]([C:10]2[CH:11]=[C:12]([CH:16]=[CH:17][CH:18]=2)[C:13]([OH:15])=O)(=[O:9])=[O:8])[CH2:6][CH2:5][CH2:4][CH2:3][CH2:2]1.[NH2:19][CH:20]1[C:28]2[C:23](=[CH:24][CH:25]=[CH:26][CH:27]=2)[CH2:22][CH2:21]1.